From a dataset of Peptide-MHC class I binding affinity with 185,985 pairs from IEDB/IMGT. Regression. Given a peptide amino acid sequence and an MHC pseudo amino acid sequence, predict their binding affinity value. This is MHC class I binding data. (1) The peptide sequence is EVAEKDAMY. The MHC is HLA-B40:01 with pseudo-sequence HLA-B40:01. The binding affinity (normalized) is 0.0847. (2) The peptide sequence is FHINVELSL. The MHC is HLA-B38:01 with pseudo-sequence HLA-B38:01. The binding affinity (normalized) is 0.633. (3) The peptide sequence is KRMMVRHCL. The MHC is HLA-B73:01 with pseudo-sequence HLA-B73:01. The binding affinity (normalized) is 0.395. (4) The peptide sequence is NMALKKIREL. The MHC is HLA-A68:02 with pseudo-sequence HLA-A68:02. The binding affinity (normalized) is 0. (5) The peptide sequence is KLMGHFSWWT. The MHC is HLA-A02:03 with pseudo-sequence HLA-A02:03. The binding affinity (normalized) is 0.505. (6) The peptide sequence is RPPIFIRRL. The MHC is HLA-B35:01 with pseudo-sequence HLA-B35:01. The binding affinity (normalized) is 0. (7) The peptide sequence is ERYFRIHSL. The MHC is Mamu-A07 with pseudo-sequence Mamu-A07. The binding affinity (normalized) is 0.141. (8) The binding affinity (normalized) is 0.247. The peptide sequence is LYDVDAAF. The MHC is H-2-Kd with pseudo-sequence H-2-Kd. (9) The peptide sequence is HKIPDPQGM. The MHC is HLA-A02:19 with pseudo-sequence HLA-A02:19. The binding affinity (normalized) is 0.0847.